Dataset: Forward reaction prediction with 1.9M reactions from USPTO patents (1976-2016). Task: Predict the product of the given reaction. Given the reactants [F:1][C:2]1[C:3]([C:8]2([CH2:12][N:13]([C:21]3[N:22]=[N:23][C:24]([C:27]4[S:28][C:29]([C:32]5[NH:36][C:35](=[O:37])[NH:34][N:33]=5)=[CH:30][CH:31]=4)=[CH:25][CH:26]=3)C(=O)OC(C)(C)C)[CH2:11][CH2:10][CH2:9]2)=[N:4][CH:5]=[CH:6][CH:7]=1.C(O)(C(F)(F)F)=O, predict the reaction product. The product is: [F:1][C:2]1[C:3]([C:8]2([CH2:12][NH:13][C:21]3[N:22]=[N:23][C:24]([C:27]4[S:28][C:29]([C:32]5[NH:36][C:35](=[O:37])[NH:34][N:33]=5)=[CH:30][CH:31]=4)=[CH:25][CH:26]=3)[CH2:9][CH2:10][CH2:11]2)=[N:4][CH:5]=[CH:6][CH:7]=1.